Dataset: Catalyst prediction with 721,799 reactions and 888 catalyst types from USPTO. Task: Predict which catalyst facilitates the given reaction. (1) Reactant: [C:1]([O:5][C:6]([N:8]1[CH2:13][CH2:12][CH:11]([NH:14][C:15]2[C:20]([C:21](OCC)=[O:22])=[CH:19][N:18]=[C:17]3[S:26][C:27]([CH2:29][C:30]([F:33])([F:32])[F:31])=[CH:28][C:16]=23)[CH2:10][CH2:9]1)=[O:7])([CH3:4])([CH3:3])[CH3:2].FC(F)(F)C(O)=O.C(C1C=C2C(=CC=1)NC(C#N)=C2)=O.C(O[BH-](OC(=O)C)OC(=O)C)(=O)C.[Na+]. Product: [F:33][C:30]([F:31])([F:32])[CH2:29][C:27]1[S:26][C:17]2=[N:18][CH:19]=[C:20]([CH2:21][OH:22])[C:15]([NH:14][CH:11]3[CH2:12][CH2:13][N:8]([C:6]([O:5][C:1]([CH3:2])([CH3:3])[CH3:4])=[O:7])[CH2:9][CH2:10]3)=[C:16]2[CH:28]=1. The catalyst class is: 91. (2) Reactant: [CH3:1][C:2]1[CH:11]=[C:10]([CH2:12][O:13][C:14]2[CH:19]=[CH:18][C:17]([S:20]([CH:23]=[CH:24][CH:25]=[C:26]3[CH2:31][CH2:30][N:29](C(O)=O)[CH2:28][CH2:27]3)(=[O:22])=[O:21])=[CH:16][CH:15]=2)[C:9]2[C:4](=[CH:5][CH:6]=[CH:7][CH:8]=2)[N:3]=1.Cl.O1CCOCC1. Product: [CH3:1][C:2]1[CH:11]=[C:10]([CH2:12][O:13][C:14]2[CH:15]=[CH:16][C:17]([S:20]([CH:23]=[CH:24][CH:25]=[C:26]3[CH2:27][CH2:28][NH:29][CH2:30][CH2:31]3)(=[O:21])=[O:22])=[CH:18][CH:19]=2)[C:9]2[C:4](=[CH:5][CH:6]=[CH:7][CH:8]=2)[N:3]=1. The catalyst class is: 5. (3) Reactant: F[C:2]1[C:3]([CH:8]=O)=[N:4][CH:5]=[CH:6][CH:7]=1.[NH2:10][NH2:11]. Product: [NH:10]1[C:2]2[C:3](=[N:4][CH:5]=[CH:6][CH:7]=2)[CH:8]=[N:11]1. The catalyst class is: 6. (4) Reactant: [Cl:1][C:2]1[CH:8]=[C:7]([O:9][C:10]2[C:19]3[C:14](=[CH:15][C:16]([O:22][CH3:23])=[C:17]([O:20][CH3:21])[CH:18]=3)[N:13]=[CH:12][N:11]=2)[CH:6]=[CH:5][C:3]=1[NH2:4].ClC(Cl)(O[C:28](=[O:34])OC(Cl)(Cl)Cl)Cl.[CH2:36]([NH:38][CH2:39][CH2:40][CH3:41])[CH3:37].CO. Product: [Cl:1][C:2]1[CH:8]=[C:7]([O:9][C:10]2[C:19]3[C:14](=[CH:15][C:16]([O:22][CH3:23])=[C:17]([O:20][CH3:21])[CH:18]=3)[N:13]=[CH:12][N:11]=2)[CH:6]=[CH:5][C:3]=1[NH:4][C:28](=[O:34])[N:38]([CH2:36][CH3:37])[CH2:39][CH2:40][CH3:41]. The catalyst class is: 542. (5) Reactant: [CH3:1][C:2]1[N:11]=[CH:10][CH:9]=[CH:8][C:3]=1[C:4](OC)=[O:5].[H-].[H-].[H-].[H-].[Li+].[Al+3].O. Product: [OH:5][CH2:4][C:3]1[C:2]([CH3:1])=[N:11][CH:10]=[CH:9][CH:8]=1. The catalyst class is: 28. (6) Reactant: [Cl:1][C:2]1[CH:3]=[C:4]([C@H:8]([O:22][CH2:23][CH2:24][NH:25][C:26]([O:28][CH3:29])=[O:27])[C@@H:9]2[CH2:14][CH2:13][CH2:12][N:11](C(OC(C)(C)C)=O)[CH2:10]2)[CH:5]=[CH:6][CH:7]=1.C(=O)(O)[O-].[Na+]. Product: [Cl:1][C:2]1[CH:3]=[C:4]([C@@H:8]([C@@H:9]2[CH2:14][CH2:13][CH2:12][NH:11][CH2:10]2)[O:22][CH2:23][CH2:24][NH:25][C:26](=[O:27])[O:28][CH3:29])[CH:5]=[CH:6][CH:7]=1. The catalyst class is: 137. (7) Reactant: C[O:2][C:3](=[O:36])[CH2:4][CH2:5][C:6]1[CH:11]=[C:10]([CH3:12])[C:9]([C:13]2[NH:14][C:15]3[C:20]([CH:21]=2)=[CH:19][CH:18]=[C:17]([C:22](=[O:34])[NH:23][C:24]2[CH:33]=[CH:32][C:31]4[C:26](=[CH:27][CH:28]=[CH:29][CH:30]=4)[N:25]=2)[CH:16]=3)=[C:8]([CH3:35])[CH:7]=1.O.[OH-].[Li+].C1COCC1.CO.O.Cl. Product: [CH3:12][C:10]1[CH:11]=[C:6]([CH2:5][CH2:4][C:3]([OH:36])=[O:2])[CH:7]=[C:8]([CH3:35])[C:9]=1[C:13]1[NH:14][C:15]2[C:20]([CH:21]=1)=[CH:19][CH:18]=[C:17]([C:22](=[O:34])[NH:23][C:24]1[CH:33]=[CH:32][C:31]3[C:26](=[CH:27][CH:28]=[CH:29][CH:30]=3)[N:25]=1)[CH:16]=2. The catalyst class is: 6. (8) Reactant: [NH2:1][C:2]1[N:6]([CH2:7][C:8]2[CH:13]=[CH:12][CH:11]=[CH:10][C:9]=2[F:14])[N:5]=[C:4]([C:15]([O:17][CH2:18][CH3:19])=[O:16])[C:3]=1[CH:20]=O.[F:22][C:23]([F:28])([F:27])[C:24]([CH3:26])=O.N1CCC[C@H]1C(O)=O. Product: [F:14][C:9]1[CH:10]=[CH:11][CH:12]=[CH:13][C:8]=1[CH2:7][N:6]1[C:2]2=[N:1][C:24]([C:23]([F:28])([F:27])[F:22])=[CH:26][CH:20]=[C:3]2[C:4]([C:15]([O:17][CH2:18][CH3:19])=[O:16])=[N:5]1. The catalyst class is: 8.